Task: Regression. Given a peptide amino acid sequence and an MHC pseudo amino acid sequence, predict their binding affinity value. This is MHC class I binding data.. Dataset: Peptide-MHC class I binding affinity with 185,985 pairs from IEDB/IMGT (1) The peptide sequence is VLKAGQTVTI. The MHC is HLA-A02:01 with pseudo-sequence HLA-A02:01. The binding affinity (normalized) is 0.485. (2) The peptide sequence is LPVWLAYKV. The MHC is HLA-B53:01 with pseudo-sequence HLA-B53:01. The binding affinity (normalized) is 0.533. (3) The peptide sequence is YTYSGLFCVV. The MHC is HLA-A02:03 with pseudo-sequence HLA-A02:03. The binding affinity (normalized) is 1.00. (4) The peptide sequence is VPVWKEATTTL. The MHC is HLA-A33:01 with pseudo-sequence HLA-A33:01. The binding affinity (normalized) is 0. (5) The peptide sequence is IQVNKGVAY. The MHC is HLA-B27:05 with pseudo-sequence HLA-B27:05. The binding affinity (normalized) is 0.0847. (6) The peptide sequence is KAIITPVVFY. The MHC is HLA-A03:01 with pseudo-sequence YFAMYQENVAQTDVDTLYIIYRDYTWAELAYTWY. The binding affinity (normalized) is 0.176. (7) The peptide sequence is DPNPQEVVL. The MHC is HLA-A11:01 with pseudo-sequence HLA-A11:01. The binding affinity (normalized) is 0. (8) The peptide sequence is EPEPHILLF. The MHC is HLA-A31:01 with pseudo-sequence HLA-A31:01. The binding affinity (normalized) is 0.0847.